Dataset: Catalyst prediction with 721,799 reactions and 888 catalyst types from USPTO. Task: Predict which catalyst facilitates the given reaction. (1) Reactant: [Cl-].[Cl-].[Cl-].[Al+3].[H-].[Al+3].[Li+].[H-].[H-].[H-].[CH3:11][C:12]1[O:13][C:14]2[CH:35]=[CH:34][CH:33]=[CH:32][C:15]=2[C:16]=1[C:17](=O)[C:18]1[CH:23]=[C:22]([CH:24]([CH3:26])[CH3:25])[C:21]([OH:27])=[C:20]([CH:28]([CH3:30])[CH3:29])[CH:19]=1. Product: [CH3:11][C:12]1[O:13][C:14]2[CH:35]=[CH:34][CH:33]=[CH:32][C:15]=2[C:16]=1[CH2:17][C:18]1[CH:19]=[C:20]([CH:28]([CH3:29])[CH3:30])[C:21]([OH:27])=[C:22]([CH:24]([CH3:26])[CH3:25])[CH:23]=1. The catalyst class is: 27. (2) Reactant: [CH:1]1(/[CH:6]=[C:7](\[C:11]2[CH:24]=[CH:23][C:22]3[S:21](=[O:26])(=[O:25])[C:20]4[C:15](=[CH:16][CH:17]=[CH:18][CH:19]=4)[N:14]([CH3:27])[C:13]=3[CH:12]=2)/[C:8]([OH:10])=O)[CH2:5][CH2:4][CH2:3][CH2:2]1.[CH3:28][N:29]1[CH:33]=[CH:32][C:31]([NH2:34])=[N:30]1.C(N(CC)C(C)C)(C)C.CN(C(ON1N=NC2C=CC=NC1=2)=[N+](C)C)C.F[P-](F)(F)(F)(F)F.C1C=NC2N(O)N=NC=2C=1. Product: [CH:1]1(/[CH:6]=[C:7](\[C:11]2[CH:24]=[CH:23][C:22]3[S:21](=[O:25])(=[O:26])[C:20]4[C:15](=[CH:16][CH:17]=[CH:18][CH:19]=4)[N:14]([CH3:27])[C:13]=3[CH:12]=2)/[C:8]([NH:34][C:31]2[CH:32]=[CH:33][N:29]([CH3:28])[N:30]=2)=[O:10])[CH2:5][CH2:4][CH2:3][CH2:2]1. The catalyst class is: 42. (3) Reactant: [C:1]([C:5]1[CH:6]=[C:7]([C:11]2([NH:22][C:23](=[O:29])[O:24][C:25]([CH3:28])([CH3:27])[CH3:26])[CH2:16][CH2:15][C:14](=O)/[C:13](=[CH:18]/[N:19](C)C)/[CH2:12]2)[CH:8]=[CH:9][CH:10]=1)([CH3:4])([CH3:3])[CH3:2].O.[NH2:31]N. Product: [C:1]([C:5]1[CH:6]=[C:7]([C:11]2([NH:22][C:23](=[O:29])[O:24][C:25]([CH3:26])([CH3:27])[CH3:28])[CH2:16][CH2:15][C:14]3[C:13](=[CH:18][NH:19][N:31]=3)[CH2:12]2)[CH:8]=[CH:9][CH:10]=1)([CH3:3])([CH3:2])[CH3:4]. The catalyst class is: 8. (4) Reactant: C(OC([N:8](C(OC(C)(C)C)=O)[C:9]1[C:10]([C:16]2[O:20][N:19]=[C:18]([C:21]3[CH:26]=[CH:25][C:24]([CH2:27][N:28](C)[C:29](=O)OC(C)(C)C)=[CH:23][C:22]=3[F:37])[CH:17]=2)=[N:11][C:12]([Br:15])=[CH:13][N:14]=1)=O)(C)(C)C. The catalyst class is: 157. Product: [Br:15][C:12]1[N:11]=[C:10]([C:16]2[O:20][N:19]=[C:18]([C:21]3[CH:26]=[CH:25][C:24]([CH2:27][NH:28][CH3:29])=[CH:23][C:22]=3[F:37])[CH:17]=2)[C:9]([NH2:8])=[N:14][CH:13]=1. (5) Reactant: [F:1][C:2]1[CH:3]=[C:4]([CH2:24][CH2:25][C:26]([O:28][CH2:29][CH3:30])=[O:27])[CH:5]=[CH:6][C:7]=1[O:8][CH2:9][C:10]1[CH:15]=[C:14]([O:16][C:17]2[CH:22]=[CH:21][CH:20]=[CH:19][CH:18]=2)[CH:13]=[C:12]([OH:23])[CH:11]=1.CI.[C:33](=O)([O-])[O-].[K+].[K+]. The catalyst class is: 372. Product: [F:1][C:2]1[CH:3]=[C:4]([CH2:24][CH2:25][C:26]([O:28][CH2:29][CH3:30])=[O:27])[CH:5]=[CH:6][C:7]=1[O:8][CH2:9][C:10]1[CH:15]=[C:14]([O:16][C:17]2[CH:22]=[CH:21][CH:20]=[CH:19][CH:18]=2)[CH:13]=[C:12]([O:23][CH3:33])[CH:11]=1. (6) Reactant: [Cl:1][C:2]1[CH:3]=[C:4]([NH:8][C:9]2[N:14]=[C:13](Cl)[CH:12]=[CH:11][N:10]=2)[CH:5]=[CH:6][CH:7]=1.[NH:16]1[C:25]2[CH:24]=[CH:23][CH:22]=[C:21](O)[C:20]=2[CH2:19][CH2:18][CH2:17]1. Product: [ClH:1].[Cl:1][C:2]1[CH:3]=[C:4]([NH:8][C:9]2[N:14]=[C:13]([N:16]3[C:25]4[C:20](=[CH:21][CH:22]=[CH:23][CH:24]=4)[CH2:19][CH2:18][CH2:17]3)[CH:12]=[CH:11][N:10]=2)[CH:5]=[CH:6][CH:7]=1. The catalyst class is: 12. (7) Reactant: [CH2:1]([C:3]1[C:15]([OH:16])=[C:14]([CH3:17])[C:13]([CH3:18])=[C:12]2[C:4]=1[C:5](=O)[CH2:6][C:7]1([O:11]2)[CH2:10][CH2:9][CH2:8]1)[CH3:2].Cl.[CH3:21][O:22][NH2:23]. Product: [CH3:21][O:22][N:23]=[C:5]1[C:4]2[C:12](=[C:13]([CH3:18])[C:14]([CH3:17])=[C:15]([OH:16])[C:3]=2[CH2:1][CH3:2])[O:11][C:7]2([CH2:10][CH2:9][CH2:8]2)[CH2:6]1. The catalyst class is: 17. (8) Reactant: [C:1]([C:3]1[CH:8]=[CH:7][C:6]([OH:9])=[CH:5][CH:4]=1)#[N:2].C(=O)([O-])[O-].[K+].[K+].[F:16][C:17]1[C:18](F)=[C:19]([CH:22]=[CH:23][CH:24]=1)[CH:20]=[O:21].O. Product: [C:1]([C:3]1[CH:8]=[CH:7][C:6]([O:9][C:22]2[CH:23]=[CH:24][C:17]([F:16])=[CH:18][C:19]=2[CH:20]=[O:21])=[CH:5][CH:4]=1)#[N:2]. The catalyst class is: 3.